From a dataset of Full USPTO retrosynthesis dataset with 1.9M reactions from patents (1976-2016). Predict the reactants needed to synthesize the given product. (1) Given the product [S:38]([C:32]1[CH:37]=[CH:36][CH:35]=[CH:34][CH:33]=1)([OH:41])(=[O:40])=[O:39].[NH2:1][C:2]1[C:3]([C:23]([NH:25][C:26]2[CH:27]=[N:28][CH:29]=[CH:30][CH:31]=2)=[O:24])=[N:4][C:5]([C:8]2[CH:9]=[CH:10][C:11]([CH2:14][CH2:15][CH2:16][NH:17][CH2:18][CH2:19][CH2:20][O:21][CH3:22])=[CH:12][CH:13]=2)=[CH:6][N:7]=1, predict the reactants needed to synthesize it. The reactants are: [NH2:1][C:2]1[C:3]([C:23]([NH:25][C:26]2[CH:27]=[N:28][CH:29]=[CH:30][CH:31]=2)=[O:24])=[N:4][C:5]([C:8]2[CH:13]=[CH:12][C:11]([CH2:14][CH2:15][CH2:16][NH:17][CH2:18][CH2:19][CH2:20][O:21][CH3:22])=[CH:10][CH:9]=2)=[CH:6][N:7]=1.[C:32]1([S:38]([OH:41])(=[O:40])=[O:39])[CH:37]=[CH:36][CH:35]=[CH:34][CH:33]=1. (2) Given the product [NH2:15][C:13]1[CH:12]=[CH:11][C:3]([C:4]([NH:6][CH2:7][C:8]([OH:10])=[O:9])=[O:5])=[C:2]([F:1])[CH:14]=1, predict the reactants needed to synthesize it. The reactants are: [F:1][C:2]1[CH:14]=[C:13]([N+:15]([O-])=O)[CH:12]=[CH:11][C:3]=1[C:4]([NH:6][CH2:7][C:8]([OH:10])=[O:9])=[O:5].C([O-])=O.[NH4+]. (3) Given the product [Cl:18][C:19]1[CH:27]=[C:26]2[C:22]([C:23]([C:28]3[CH2:29][CH2:30][N:31]([CH2:13][CH2:12][CH:5]4[C:6]5[C:11](=[CH:10][CH:9]=[CH:8][CH:7]=5)[N:3]([CH:1]=[O:2])[CH2:4]4)[CH2:32][CH:33]=3)=[CH:24][NH:25]2)=[CH:21][CH:20]=1, predict the reactants needed to synthesize it. The reactants are: [CH:1]([N:3]1[C:11]2[C:6](=[CH:7][CH:8]=[CH:9][CH:10]=2)[CH:5]([CH2:12][CH2:13]S(C)(=O)=O)[CH2:4]1)=[O:2].[Cl:18][C:19]1[CH:27]=[C:26]2[C:22]([C:23]([C:28]3[CH2:29][CH2:30][NH:31][CH2:32][CH:33]=3)=[CH:24][NH:25]2)=[CH:21][CH:20]=1. (4) Given the product [O:1]=[C:2]1[C:10]2[C:5](=[CH:6][CH:7]=[CH:8][CH:9]=2)[C:4](=[O:11])[N:3]1[CH2:12][CH2:13][C:14]1([CH:17]=[O:18])[CH2:15][CH2:16]1, predict the reactants needed to synthesize it. The reactants are: [O:1]=[C:2]1[C:10]2[C:5](=[CH:6][CH:7]=[CH:8][CH:9]=2)[C:4](=[O:11])[N:3]1[CH2:12][CH2:13][C:14]1([CH2:17][OH:18])[CH2:16][CH2:15]1.C[N+]1([O-])CCOCC1. (5) Given the product [CH:1]1([C:4]2[C:9]([C:10]([NH:51][CH2:52][C@@H:53]3[CH2:58][CH2:57][CH2:56][CH2:55][C@H:54]3[OH:59])=[O:12])=[C:8]([CH3:13])[CH:7]=[C:6]([N:14]3[CH2:19][CH2:18][O:17][CH2:16][CH2:15]3)[N:5]=2)[CH2:2][CH2:3]1, predict the reactants needed to synthesize it. The reactants are: [CH:1]1([C:4]2[C:9]([C:10]([OH:12])=O)=[C:8]([CH3:13])[CH:7]=[C:6]([N:14]3[CH2:19][CH2:18][O:17][CH2:16][CH2:15]3)[N:5]=2)[CH2:3][CH2:2]1.C(N(C(C)C)C(C)C)C.C(N=C=NCCCN(C)C)C.O.ON1C2C=CC=CC=2N=N1.[NH2:51][CH2:52][C@@H:53]1[CH2:58][CH2:57][CH2:56][CH2:55][C@H:54]1[OH:59]. (6) The reactants are: [C:1]([C:3]1[CH:8]=[CH:7][C:6]([CH2:9][CH2:10][C:11]([CH3:20])([S:16]([CH3:19])(=[O:18])=[O:17])[C:12]([O:14][CH3:15])=[O:13])=[CH:5][CH:4]=1)#[CH:2].C1C(=O)N([Br:28])C(=O)C1. Given the product [Br:28][C:2]#[C:1][C:3]1[CH:4]=[CH:5][C:6]([CH2:9][CH2:10][C:11]([CH3:20])([S:16]([CH3:19])(=[O:17])=[O:18])[C:12]([O:14][CH3:15])=[O:13])=[CH:7][CH:8]=1, predict the reactants needed to synthesize it. (7) Given the product [CH:2]([O:5][N:6]1[C:8]2[C:17]3[CH:16]=[CH:15][CH:14]=[CH:13][C:12]=3[N:11]=[CH:10][C:9]=2[N:18]=[C:19]1[CH3:20])([CH3:4])[CH3:3], predict the reactants needed to synthesize it. The reactants are: Cl.[CH:2]([O:5][NH2:6])([CH3:4])[CH3:3].Cl[C:8]1[C:17]2[C:12](=[CH:13][CH:14]=[CH:15][CH:16]=2)[N:11]=[CH:10][C:9]=1[NH:18][C:19](=O)[CH3:20]. (8) Given the product [F:1][C:2]1[CH:22]=[CH:21][CH:20]=[CH:19][C:3]=1[CH2:4][N:5]1[C:9]([C:10]([NH2:30])=[O:11])=[CH:8][C:7]([C:13]2[N:18]=[CH:17][CH:16]=[CH:15][N:14]=2)=[N:6]1, predict the reactants needed to synthesize it. The reactants are: [F:1][C:2]1[CH:22]=[CH:21][CH:20]=[CH:19][C:3]=1[CH2:4][N:5]1[C:9]([C:10](O)=[O:11])=[CH:8][C:7]([C:13]2[N:18]=[CH:17][CH:16]=[CH:15][N:14]=2)=[N:6]1.C(Cl)(=O)C(Cl)=O.C[N:30](C=O)C.N.O1CCOCC1. (9) The reactants are: Cl[CH2:2][CH:3]=O.[CH3:5][O:6][C:7](=[O:15])[C:8]1[CH:13]=[CH:12][C:11]([NH2:14])=[N:10][CH:9]=1. Given the product [CH3:5][O:6][C:7]([C:8]1[CH:13]=[CH:12][C:11]2[N:10]([CH:2]=[CH:3][N:14]=2)[CH:9]=1)=[O:15], predict the reactants needed to synthesize it.